This data is from Peptide-MHC class I binding affinity with 185,985 pairs from IEDB/IMGT. The task is: Regression. Given a peptide amino acid sequence and an MHC pseudo amino acid sequence, predict their binding affinity value. This is MHC class I binding data. (1) The peptide sequence is RFRTVLISK. The MHC is HLA-A30:01 with pseudo-sequence HLA-A30:01. The binding affinity (normalized) is 0.859. (2) The peptide sequence is SLSLGAHQK. The MHC is HLA-B07:02 with pseudo-sequence HLA-B07:02. The binding affinity (normalized) is 0. (3) The peptide sequence is GELRKAICL. The MHC is HLA-A68:02 with pseudo-sequence HLA-A68:02. The binding affinity (normalized) is 0.0847. (4) The peptide sequence is IQFDWYPTS. The MHC is HLA-B27:03 with pseudo-sequence HLA-B27:03. The binding affinity (normalized) is 0.0847. (5) The peptide sequence is QVPLRPMTFK. The MHC is HLA-A68:01 with pseudo-sequence HLA-A68:01. The binding affinity (normalized) is 0.531. (6) The peptide sequence is SIKIKQDVR. The MHC is HLA-A33:01 with pseudo-sequence HLA-A33:01. The binding affinity (normalized) is 0.224.